Dataset: Catalyst prediction with 721,799 reactions and 888 catalyst types from USPTO. Task: Predict which catalyst facilitates the given reaction. (1) Product: [C:1]([C:3]1[CH:8]=[CH:7][C:6]([C:9]2[N:10]=[C:11]([C@H:14]([CH3:31])[C@:15]([C:23]3[CH:28]=[CH:27][C:26]([F:29])=[CH:25][C:24]=3[F:30])([OH:22])[CH2:16][N:17]3[CH:21]=[N:20][CH:19]=[N:18]3)[S:12][CH:13]=2)=[CH:5][CH:4]=1)#[N:2]. The catalyst class is: 5. Reactant: [C:1]([C:3]1[CH:8]=[CH:7][C:6]([C:9]2[N:10]=[C:11]([CH:14]([CH3:31])[C:15]([C:23]3[CH:28]=[CH:27][C:26]([F:29])=[CH:25][C:24]=3[F:30])([OH:22])[CH2:16][N:17]3[CH:21]=[N:20][CH:19]=[N:18]3)[S:12][CH:13]=2)=[CH:5][CH:4]=1)#[N:2].[C@@]12(CS(O)(=O)=O)C(C)(C)C(CC1)CC2=O.C(O)(=O)C. (2) Reactant: [F:1][C:2]1[CH:7]=[C:6]([CH3:8])[C:5]([S:9][CH2:10][C:11]([F:14])([F:13])[F:12])=[CH:4][C:3]=1[NH:15][NH2:16].C(=O)([O-])[O-].[K+].[K+].Br[CH2:24][CH2:25][C:26](Cl)=[O:27].Cl. Product: [F:1][C:2]1[CH:7]=[C:6]([CH3:8])[C:5]([S:9][CH2:10][C:11]([F:13])([F:14])[F:12])=[CH:4][C:3]=1[N:15]1[CH:24]=[CH:25][C:26]([OH:27])=[N:16]1. The catalyst class is: 30. (3) Reactant: Br[C:2]1[CH:16]=[CH:15][C:5]([N:6]([Si](C)(C)C)[Si](C)(C)C)=[CH:4][CH:3]=1.C([Li])CCC.[C:22]1(=[O:26])[CH2:25][CH2:24][CH2:23]1. Product: [NH2:6][C:5]1[CH:15]=[CH:16][C:2]([C:22]2([OH:26])[CH2:25][CH2:24][CH2:23]2)=[CH:3][CH:4]=1. The catalyst class is: 7. (4) Reactant: [CH3:1][NH:2][C:3]([NH2:5])=[S:4].Br.Br[CH:8]([C:19]1[CH:20]=[N:21][CH:22]=[CH:23][CH:24]=1)[C:9]([C:11]1[CH:16]=[CH:15][C:14]([O:17][CH3:18])=[CH:13][CH:12]=1)=O.C(N(CC)CC)C. Product: [CH3:1][NH:2][C:3]1[S:4][C:8]([C:19]2[CH:20]=[N:21][CH:22]=[CH:23][CH:24]=2)=[C:9]([C:11]2[CH:12]=[CH:13][C:14]([O:17][CH3:18])=[CH:15][CH:16]=2)[N:5]=1. The catalyst class is: 10. (5) Reactant: [Cl:1][C:2]1[C:3]([NH:10][CH2:11][C:12]2[N:17]=[CH:16][C:15]([OH:18])=[C:14]([O:19][CH3:20])[C:13]=2[CH3:21])=[N:4][C:5]([CH3:9])=[N:6][C:7]=1[CH3:8].C(=O)([O-])[O-].[K+].[K+].Cl[C:29]1[CH:30]=[CH:31][C:32]2[N:33]([C:35]([N+:38]([O-:40])=[O:39])=[CH:36][N:37]=2)[N:34]=1.O. Product: [Cl:1][C:2]1[C:3]([NH:10][CH2:11][C:12]2[C:13]([CH3:21])=[C:14]([O:19][CH3:20])[C:15]([O:18][C:29]3[CH:30]=[CH:31][C:32]4[N:33]([C:35]([N+:38]([O-:40])=[O:39])=[CH:36][N:37]=4)[N:34]=3)=[CH:16][N:17]=2)=[N:4][C:5]([CH3:9])=[N:6][C:7]=1[CH3:8]. The catalyst class is: 9. (6) Reactant: [S:1]1[CH:5]=[CH:4][C:3]2[CH:6]=[CH:7][CH:8]=[CH:9][C:2]1=2.[Li]C(C)(C)C.[CH3:15][O:16][C:17]1[CH:18]=[C:19]([CH:22]=[CH:23][C:24]=1[O:25][CH3:26])[CH:20]=[O:21]. Product: [S:1]1[C:5]([CH:20]([OH:21])[C:19]2[CH:22]=[CH:23][C:24]([O:25][CH3:26])=[C:17]([O:16][CH3:15])[CH:18]=2)=[CH:4][C:3]2[CH:6]=[CH:7][CH:8]=[CH:9][C:2]1=2. The catalyst class is: 1. (7) Reactant: Br[C:2]1[CH:3]=[N:4][CH:5]=[C:6]([C:8]([CH3:16])([CH3:15])[O:9][SiH2:10][C:11]([CH3:14])([CH3:13])[CH3:12])[CH:7]=1.C([Li])CCC.[F:22][C:23]1[CH:34]=[CH:33][C:26]([C:27](N(OC)C)=[O:28])=[CH:25][CH:24]=1. The catalyst class is: 28. Product: [C:11]([SiH2:10][O:9][C:8]([CH3:16])([CH3:15])[C:6]1[CH:7]=[C:2]([C:27]([C:26]2[CH:33]=[CH:34][C:23]([F:22])=[CH:24][CH:25]=2)=[O:28])[CH:3]=[N:4][CH:5]=1)([CH3:14])([CH3:13])[CH3:12]. (8) Reactant: [N+:1]([C:4]1[CH:5]=[C:6]([CH2:10][C:11]#[N:12])[CH:7]=[CH:8][CH:9]=1)([O-])=O.CCOC(C)=O.CCCCCC. Product: [NH2:1][C:4]1[CH:5]=[C:6]([CH2:10][C:11]#[N:12])[CH:7]=[CH:8][CH:9]=1. The catalyst class is: 502. (9) Product: [Cl:16][CH2:2][C:3]1[CH:8]=[C:7]([OH:9])[C:6]([O:10][CH2:11][CH2:12][CH3:13])=[CH:5][N:4]=1. The catalyst class is: 22. Reactant: O[CH2:2][C:3]1[CH:8]=[C:7]([OH:9])[C:6]([O:10][CH2:11][CH2:12][CH3:13])=[CH:5][N:4]=1.S(Cl)([Cl:16])=O.